Predict the product of the given reaction. From a dataset of Forward reaction prediction with 1.9M reactions from USPTO patents (1976-2016). Given the reactants [C:1](N1C=CN=C1)(N1C=CN=C1)=[O:2].[N+:13]([C:16]1[CH:25]=[CH:24][C:19]([C:20]([NH:22][NH2:23])=[O:21])=[CH:18][CH:17]=1)([O-:15])=[O:14].C(N(CC)CC)C, predict the reaction product. The product is: [N+:13]([C:16]1[CH:25]=[CH:24][C:19]([C:20]2[O:21][C:1]([OH:2])=[N:23][N:22]=2)=[CH:18][CH:17]=1)([O-:15])=[O:14].